This data is from Forward reaction prediction with 1.9M reactions from USPTO patents (1976-2016). The task is: Predict the product of the given reaction. (1) Given the reactants C(O[N:9]1[CH:14]=[CH:13][CH:12]=[CH:11][C:10]1=[O:15])C1C=CC=CC=1.Br[C:17]1[CH:18]=[CH:19][C:20]2[C:25]3[CH:26]4[N:31]([CH2:32][CH2:33][C:24]=3[N:23]([CH3:34])[C:21]=2[CH:22]=1)[CH2:30][CH2:29][CH2:28][CH2:27]4.BrC1C=C2C([C:40]3[CH2:52][CH2:51][N:50]4[CH:46]([CH2:47]CC4)[C:41]=3N2C)=CC=1.[ClH:53].[CH3:54][OH:55], predict the reaction product. The product is: [ClH:53].[ClH:53].[CH3:34][N:23]1[C:24]2[CH2:33][CH2:32][N:31]3[CH:26]([C:25]=2[C:20]2[CH:19]=[CH:18][C:17]([N:9]4[CH:14]=[CH:13][C:12]([O:55][CH2:54][C:52]5[CH:51]=[N:50][C:46]([CH3:47])=[CH:41][CH:40]=5)=[CH:11][C:10]4=[O:15])=[CH:22][C:21]1=2)[CH2:27][CH2:28][CH2:29][CH2:30]3. (2) Given the reactants Br[CH:2]([CH:13](Br)[C:14]1[CH:19]=[CH:18][C:17]([O:20][CH3:21])=[CH:16][CH:15]=1)[C:3]([C:5]1[CH:10]=[CH:9][CH:8]=[C:7]([O:11][CH3:12])[CH:6]=1)=O.Cl.[NH2:24][OH:25].C(O)C, predict the reaction product. The product is: [CH3:12][O:11][C:7]1[CH:6]=[C:5]([C:3]2[CH:2]=[C:13]([C:14]3[CH:19]=[CH:18][C:17]([O:20][CH3:21])=[CH:16][CH:15]=3)[O:25][N:24]=2)[CH:10]=[CH:9][CH:8]=1.